This data is from Forward reaction prediction with 1.9M reactions from USPTO patents (1976-2016). The task is: Predict the product of the given reaction. (1) Given the reactants [Na].[NH2:2][C:3]([NH2:5])=[S:4].N[C:7]([C:11]1[CH:16]=[CH:15][C:14]([Br:17])=[CH:13][CH:12]=1)=[CH:8][C:9]#[N:10].Cl, predict the reaction product. The product is: [NH2:10][C:9]1[NH:5][C:3](=[S:4])[N:2]=[C:7]([C:11]2[CH:12]=[CH:13][C:14]([Br:17])=[CH:15][CH:16]=2)[CH:8]=1. (2) Given the reactants [NH2:1][C:2]1[C:6]2[C:7]([O:11]CC3C=CC=CC=3)=[N:8][CH:9]=[CH:10][C:5]=2[N:4]([C@@H:19]2[C@@H:24]([C:25]#[N:26])[CH2:23][CH2:22][O:21][CH2:20]2)[N:3]=1, predict the reaction product. The product is: [NH2:1][C:2]1[C:6]2[C:7](=[O:11])[NH:8][CH:9]=[CH:10][C:5]=2[N:4]([C@@H:19]2[C@@H:24]([C:25]#[N:26])[CH2:23][CH2:22][O:21][CH2:20]2)[N:3]=1. (3) Given the reactants [C:1]12([C:9]3[NH:13][C:12]4[CH:14]=[CH:15][CH:16]=[C:17]([C:18]([NH2:20])=[O:19])[C:11]=4[N:10]=3)[CH2:8][CH2:7][CH:4]([CH2:5][CH2:6]1)[CH2:3][NH:2]2.C=O.[C:23]([BH3-])#N.[Na+], predict the reaction product. The product is: [CH3:23][N:2]1[CH2:3][CH:4]2[CH2:5][CH2:6][C:1]1([C:9]1[NH:13][C:12]3[CH:14]=[CH:15][CH:16]=[C:17]([C:18]([NH2:20])=[O:19])[C:11]=3[N:10]=1)[CH2:8][CH2:7]2. (4) Given the reactants CC1(C)C(C)(C)OB([C:9]2[CH:31]=[N:30][C:12]3[N:13]([CH2:22][O:23][CH2:24][CH2:25][Si:26]([CH3:29])([CH3:28])[CH3:27])[C:14]4[CH:19]=[N:18][C:17]([C:20]#[N:21])=[CH:16][C:15]=4[C:11]=3[CH:10]=2)O1.Br[C:34]1[CH:49]=[CH:48][C:37]([CH2:38][N:39]2[CH:44]3[CH2:45][CH2:46][CH:40]2[CH2:41][CH:42]([OH:47])[CH2:43]3)=[CH:36][CH:35]=1.C(=O)([O-])[O-].[Cs+].[Cs+].O, predict the reaction product. The product is: [OH:47][CH:42]1[CH2:41][CH:40]2[N:39]([CH2:38][C:37]3[CH:36]=[CH:35][C:34]([C:9]4[CH:31]=[N:30][C:12]5[N:13]([CH2:22][O:23][CH2:24][CH2:25][Si:26]([CH3:29])([CH3:27])[CH3:28])[C:14]6[CH:19]=[N:18][C:17]([C:20]#[N:21])=[CH:16][C:15]=6[C:11]=5[CH:10]=4)=[CH:49][CH:48]=3)[CH:44]([CH2:45][CH2:46]2)[CH2:43]1. (5) Given the reactants Cl[C:2]1[C:3]2[C:4](=[CH:13][N:14](CC3C=CC(OC)=CC=3)[N:15]=2)[N:5]=[C:6]([C:8]2[CH:12]=[CH:11][S:10][CH:9]=2)[N:7]=1.[NH2:25][C:26]1[CH:36]=[CH:35][C:29]2[S:30][CH2:31][C:32](=[O:34])[NH:33][C:28]=2[CH:27]=1.Cl, predict the reaction product. The product is: [S:10]1[CH:11]=[CH:12][C:8]([C:6]2[N:7]=[C:2]([NH:25][C:26]3[CH:36]=[CH:35][C:29]4[S:30][CH2:31][C:32](=[O:34])[NH:33][C:28]=4[CH:27]=3)[C:3]3[NH:15][N:14]=[CH:13][C:4]=3[N:5]=2)=[CH:9]1. (6) Given the reactants C(OC([N:8]1[CH2:13][CH2:12][N:11]([C:14]2[C:23]3[C:18](=[CH:19][N:20]=[CH:21][CH:22]=3)[CH:17]=[C:16]([C:24]3[C:29](Br)=[CH:28][N:27]=[C:26]([NH:31][CH:32]4[CH2:37][CH2:36][CH2:35][CH2:34][CH2:33]4)[CH:25]=3)[N:15]=2)[CH2:10][CH2:9]1)=O)(C)(C)C.[CH3:38]B1OB(C)OB(C)O1, predict the reaction product. The product is: [CH3:38][C:29]1[C:24]([C:16]2[N:15]=[C:14]([N:11]3[CH2:10][CH2:9][NH:8][CH2:13][CH2:12]3)[C:23]3[C:18]([CH:17]=2)=[CH:19][N:20]=[CH:21][CH:22]=3)=[CH:25][C:26]([NH:31][CH:32]2[CH2:33][CH2:34][CH2:35][CH2:36][CH2:37]2)=[N:27][CH:28]=1.